From a dataset of Full USPTO retrosynthesis dataset with 1.9M reactions from patents (1976-2016). Predict the reactants needed to synthesize the given product. (1) Given the product [CH:1]1([NH:4][CH2:5][C:6]2[CH:13]=[CH:12][CH:11]=[C:8]([CH3:9])[CH:7]=2)[CH2:3][CH2:2]1, predict the reactants needed to synthesize it. The reactants are: [CH:1]1([NH2:4])[CH2:3][CH2:2]1.[CH3:5][C:6]1[CH:7]=[C:8]([CH:11]=[CH:12][CH:13]=1)[CH:9]=O. (2) Given the product [CH3:8][O:7][C:1]1[CH:6]=[CH:5][C:4]([C:9](=[O:12])[CH2:10][CH3:11])=[CH:3][CH:2]=1, predict the reactants needed to synthesize it. The reactants are: [C:1]1([O:7][CH3:8])[CH:6]=[CH:5][CH:4]=[CH:3][CH:2]=1.[C:9](O[C:9](=[O:12])[CH2:10][CH3:11])(=[O:12])[CH2:10][CH3:11].FC(F)(F)S([O-])(=O)=O.C([N+]1C=CN(C)C=1)C. (3) Given the product [ClH:32].[CH3:31][N:2]([CH3:1])[C:3]1([C:25]2[CH:30]=[CH:29][CH:28]=[CH:27][CH:26]=2)[CH2:8][CH2:7][CH:6]([CH2:9][C:10]([NH:12][CH2:13][CH2:14][CH2:15][C:16]2[C:24]3[C:19](=[CH:20][CH:21]=[CH:22][CH:23]=3)[NH:18][CH:17]=2)=[O:11])[CH2:5][CH2:4]1, predict the reactants needed to synthesize it. The reactants are: [CH3:1][N:2]([CH3:31])[C:3]1([C:25]2[CH:30]=[CH:29][CH:28]=[CH:27][CH:26]=2)[CH2:8][CH2:7][CH:6]([CH2:9][C:10]([NH:12][CH2:13][CH2:14][CH2:15][C:16]2[C:24]3[C:19](=[CH:20][CH:21]=[CH:22][CH:23]=3)[NH:18][CH:17]=2)=[O:11])[CH2:5][CH2:4]1.[Cl:32][Si](C)(C)C. (4) Given the product [CH3:8][O:7][C:5](=[O:6])[C:4]1[CH:9]=[CH:10][CH:11]=[C:2]([NH:12][C:13]2[CH:18]=[CH:17][C:16]([C:19](=[O:21])[CH3:20])=[CH:15][CH:14]=2)[CH:3]=1, predict the reactants needed to synthesize it. The reactants are: Br[C:2]1[CH:3]=[C:4]([CH:9]=[CH:10][CH:11]=1)[C:5]([O:7][CH3:8])=[O:6].[NH2:12][C:13]1[CH:18]=[CH:17][C:16]([C:19](=[O:21])[CH3:20])=[CH:15][CH:14]=1.